From a dataset of Forward reaction prediction with 1.9M reactions from USPTO patents (1976-2016). Predict the product of the given reaction. (1) Given the reactants [N+:1]([C:4]1[CH:5]=[C:6]([C:22]([O-:24])=[O:23])[C:7]2[CH2:8][CH2:9][N:10]([CH:15]([CH2:19][CH2:20][CH3:21])[CH2:16][CH2:17][CH3:18])[C:11](=[O:14])[C:12]=2[CH:13]=1)([O-])=O.[H][H].[CH3:27]O, predict the reaction product. The product is: [NH2:1][C:4]1[CH:5]=[C:6]([C:22]([O:24][CH3:27])=[O:23])[C:7]2[CH2:8][CH2:9][N:10]([CH:15]([CH2:19][CH2:20][CH3:21])[CH2:16][CH2:17][CH3:18])[C:11](=[O:14])[C:12]=2[CH:13]=1. (2) Given the reactants Cl.Cl.[N:3]1([CH2:8][C:9]([CH2:26][O:27][CH2:28][CH2:29][CH2:30][CH2:31][CH2:32][CH2:33][CH2:34][CH3:35])([CH2:16][O:17][CH2:18][CH2:19][CH2:20][CH2:21][CH2:22][CH2:23][CH2:24][CH3:25])[CH2:10][N:11]2[CH2:15][CH2:14][CH2:13][CH2:12]2)[CH2:7][CH2:6][CH2:5][CH2:4]1, predict the reaction product. The product is: [N:3]1([CH2:8][C:9]([CH2:16][O:17][CH2:18][CH2:19][CH2:20][CH2:21][CH2:22][CH2:23][CH2:24][CH3:25])([CH2:26][O:27][CH2:28][CH2:29][CH2:30][CH2:31][CH2:32][CH2:33][CH2:34][CH3:35])[CH2:10][N:11]2[CH2:15][CH2:14][CH2:13][CH2:12]2)[CH2:4][CH2:5][CH2:6][CH2:7]1. (3) The product is: [NH2:10][C:6]1[CH:7]=[CH:8][CH:9]=[C:2]([Br:1])[C:3]=1[C:4]#[N:5]. Given the reactants [Br:1][C:2]1[CH:9]=[CH:8][CH:7]=[C:6]([N+:10]([O-])=O)[C:3]=1[C:4]#[N:5], predict the reaction product. (4) Given the reactants N.O.Cl[C:4]1[C:9]([CH2:10][NH2:11])=[CH:8][C:7]([F:12])=[C:6](Cl)[N:5]=1, predict the reaction product. The product is: [F:12][C:7]1[CH:8]=[C:9]([CH2:10][NH2:11])[CH:4]=[N:5][CH:6]=1. (5) The product is: [Cl:1][C:2]1[CH:7]=[CH:6][C:5]([S:8]([N:11]2[C:20]3[C:15](=[CH:16][CH:17]=[CH:18][CH:19]=3)[CH2:14][CH2:13][CH2:12]2)(=[O:10])=[O:9])=[CH:4][C:3]=1[N:21]1[CH2:30][C:29]2[C:24](=[CH:25][CH:26]=[C:27]([C:43]([OH:42])([CH3:44])[CH3:37])[CH:28]=2)[NH:23][C:22]1=[O:36]. Given the reactants [Cl:1][C:2]1[CH:7]=[CH:6][C:5]([S:8]([N:11]2[C:20]3[C:15](=[CH:16][CH:17]=[CH:18][CH:19]=3)[CH2:14][CH2:13][CH2:12]2)(=[O:10])=[O:9])=[CH:4][C:3]=1[N:21]1[CH2:30][C:29]2[C:24](=[CH:25][CH:26]=[C:27](C(OCC)=O)[CH:28]=2)[NH:23][C:22]1=[O:36].[CH3:37][Mg]Br.C([O:42][CH2:43][CH3:44])C, predict the reaction product.